Task: Predict which catalyst facilitates the given reaction.. Dataset: Catalyst prediction with 721,799 reactions and 888 catalyst types from USPTO (1) Reactant: [CH3:1][S:2](Cl)(=[O:4])=[O:3].[Br:6][C:7]1[CH:8]=[C:9]([Cl:20])[C:10]([CH:13]2[CH2:18][CH:17]([OH:19])[CH2:16][CH2:15][O:14]2)=[N:11][CH:12]=1. Product: [CH3:1][S:2]([O:19][CH:17]1[CH2:16][CH2:15][O:14][CH:13]([C:10]2[C:9]([Cl:20])=[CH:8][C:7]([Br:6])=[CH:12][N:11]=2)[CH2:18]1)(=[O:4])=[O:3]. The catalyst class is: 2. (2) Reactant: Cl[C:2]1[C:10]2[N:9]=[C:8]3[N:11]([C:15]4[C:16]([CH3:24])=[N:17][C:18]([O:22][CH3:23])=[N:19][C:20]=4[CH3:21])[CH2:12][CH2:13][CH2:14][N:7]3[C:6]=2[C:5]([CH:25]([OH:30])[C:26]([F:29])([F:28])[F:27])=[CH:4][CH:3]=1. Product: [F:29][C:26]([F:27])([F:28])[CH:25]([C:5]1[C:6]2[N:7]3[CH2:14][CH2:13][CH2:12][N:11]([C:15]4[C:16]([CH3:24])=[N:17][C:18]([O:22][CH3:23])=[N:19][C:20]=4[CH3:21])[C:8]3=[N:9][C:10]=2[CH:2]=[CH:3][CH:4]=1)[OH:30]. The catalyst class is: 285. (3) Reactant: [NH2:1][C:2]1[CH:3]=[CH:4][C:5]([CH3:9])=[C:6]([OH:8])[CH:7]=1.C(=O)([O-])O.[Na+].[C:15]([C:17]([C:20]1[CH:21]=[C:22]([CH:26]=[CH:27][CH:28]=1)[C:23](Cl)=[O:24])([CH3:19])[CH3:18])#[N:16]. Product: [C:15]([C:17]([C:20]1[CH:21]=[C:22]([CH:26]=[CH:27][CH:28]=1)[C:23]([NH:1][C:2]1[CH:3]=[CH:4][C:5]([CH3:9])=[C:6]([OH:8])[CH:7]=1)=[O:24])([CH3:19])[CH3:18])#[N:16]. The catalyst class is: 7. (4) Reactant: [NH:1]1[CH2:6][CH2:5][O:4][CH2:3][CH2:2]1.[Cl:7][C:8]1[CH:9]=[C:10]([NH:22][C:23]2[C:24]3[C:31]4[CH2:32][CH2:33][CH:34]([CH2:36][CH2:37]OS(C)(=O)=O)[CH2:35][C:30]=4[S:29][C:25]=3[N:26]=[CH:27][N:28]=2)[CH:11]=[CH:12][C:13]=1[O:14][CH2:15][C:16]1[CH:21]=[CH:20][CH:19]=[CH:18][N:17]=1.CCN(C(C)C)C(C)C.CO.C(Cl)Cl. Product: [Cl:7][C:8]1[CH:9]=[C:10]([NH:22][C:23]2[C:24]3[C:31]4[CH2:32][CH2:33][CH:34]([CH2:36][CH2:37][N:1]5[CH2:6][CH2:5][O:4][CH2:3][CH2:2]5)[CH2:35][C:30]=4[S:29][C:25]=3[N:26]=[CH:27][N:28]=2)[CH:11]=[CH:12][C:13]=1[O:14][CH2:15][C:16]1[CH:21]=[CH:20][CH:19]=[CH:18][N:17]=1. The catalyst class is: 10. (5) Reactant: [CH2:1]([O:8][C@H:9]1[C@H:15]([O:16][CH2:17][C:18]2[CH:23]=[CH:22][CH:21]=[CH:20][CH:19]=2)[C@@H:14]([O:24][CH2:25][C:26]2[CH:31]=[CH:30][CH:29]=[CH:28][CH:27]=2)[C@:13]2([C:33]3[CH:38]=[CH:37][C:36]([Cl:39])=[C:35]([CH2:40][C:41]4[CH:46]=[CH:45][C:44]([O:47][C:48]([F:51])([F:50])[F:49])=[CH:43][CH:42]=4)[CH:34]=3)[O:32][C@@:10]1([C:52]([OH:54])=[O:53])[CH2:11][O:12]2)[C:2]1[CH:7]=[CH:6][CH:5]=[CH:4][CH:3]=1.CO.S(=O)(=O)(O)O.[C:62](=O)(O)[O-].[Na+]. Product: [CH3:62][O:53][C:52]([C@:10]12[O:32][C@:13]([C:33]3[CH:38]=[CH:37][C:36]([Cl:39])=[C:35]([CH2:40][C:41]4[CH:46]=[CH:45][C:44]([O:47][C:48]([F:49])([F:50])[F:51])=[CH:43][CH:42]=4)[CH:34]=3)([O:12][CH2:11]1)[C@H:14]([O:24][CH2:25][C:26]1[CH:31]=[CH:30][CH:29]=[CH:28][CH:27]=1)[C@@H:15]([O:16][CH2:17][C:18]1[CH:23]=[CH:22][CH:21]=[CH:20][CH:19]=1)[C@@H:9]2[O:8][CH2:1][C:2]1[CH:7]=[CH:6][CH:5]=[CH:4][CH:3]=1)=[O:54]. The catalyst class is: 7.